Dataset: Reaction yield outcomes from USPTO patents with 853,638 reactions. Task: Predict the reaction yield, written as a fraction of the theoretical maximum amount of product (1.0 means a 100% yield; for example, 0.34 means a 34% yield). (1) The reactants are [N:1]1[CH:6]=[CH:5][C:4]([C:7]2[CH:11]=[C:10]([C:12](OC)=[O:13])[NH:9][N:8]=2)=[CH:3][CH:2]=1.C1COCC1.[H-].[Al+3].[Li+].[H-].[H-].[H-]. The catalyst is CO.C(Cl)Cl. The product is [N:1]1[CH:2]=[CH:3][C:4]([C:7]2[CH:11]=[C:10]([CH2:12][OH:13])[NH:9][N:8]=2)=[CH:5][CH:6]=1. The yield is 0.620. (2) The reactants are [CH3:1][N:2]([CH3:28])[S:3](=[O:27])(=[O:26])[O:4][C:5]1[CH:10]=[CH:9][CH:8]=[C:7]([C:11]2([C:19]3[CH:24]=[CH:23][CH:22]=[C:21]([Br:25])[CH:20]=3)[C:15](=[O:16])[N:14]([CH3:17])[C:13](=S)[NH:12]2)[CH:6]=1.[NH3:29].C(OO)(C)(C)C. The yield is 0.930. The product is [CH3:1][N:2]([CH3:28])[S:3](=[O:27])(=[O:26])[O:4][C:5]1[CH:10]=[CH:9][CH:8]=[C:7]([C:11]2([C:19]3[CH:24]=[CH:23][CH:22]=[C:21]([Br:25])[CH:20]=3)[C:15](=[O:16])[N:14]([CH3:17])[C:13]([NH2:29])=[N:12]2)[CH:6]=1. No catalyst specified. (3) The reactants are [OH:1][CH2:2][C:3]1[CH:8]=[C:7]([N+:9]([O-:11])=[O:10])[CH:6]=[CH:5][C:4]=1[OH:12].[CH2:13](Br)[C:14]1[CH:19]=[CH:18][CH:17]=[CH:16][CH:15]=1.COC(O)C1C=C([N+]([O-])=O)C=CC=1OC. No catalyst specified. The product is [CH2:13]([O:12][C:4]1[CH:5]=[CH:6][C:7]([N+:9]([O-:11])=[O:10])=[CH:8][C:3]=1[CH2:2][OH:1])[C:14]1[CH:19]=[CH:18][CH:17]=[CH:16][CH:15]=1. The yield is 0.840. (4) The reactants are [NH2:1][C:2]1[CH:7]=[C:6]([O:8][C:9]2[CH:14]=[CH:13][C:12]([NH:15][C:16](=[O:28])[CH2:17][C:18]([NH:20][C:21]3[CH:26]=[CH:25][C:24]([F:27])=[CH:23][CH:22]=3)=[O:19])=[C:11]([F:29])[CH:10]=2)[CH:5]=[CH:4][N:3]=1.[CH2:30]([N:32]([CH2:35][CH3:36])[CH2:33]C)[CH3:31].ClC(OC1C=CC=CC=1)=[O:39].CCCCCC. The catalyst is O1CCCC1.C(O)C.C(OCC)C. The product is [F:29][C:11]1[CH:10]=[C:9]([O:8][C:6]2[CH:5]=[CH:4][N:3]=[C:2]([NH:1][C:33]([N:32]3[CH2:35][CH2:36][CH2:31][CH2:30]3)=[O:39])[CH:7]=2)[CH:14]=[CH:13][C:12]=1[NH:15][C:16](=[O:28])[CH2:17][C:18]([NH:20][C:21]1[CH:26]=[CH:25][C:24]([F:27])=[CH:23][CH:22]=1)=[O:19]. The yield is 0.330. (5) The product is [CH2:1]([O:8][C:9](=[O:27])[NH:10][CH:11]1[CH2:12][CH2:13][N:14]([S:17]([C:20]2[CH:21]=[CH:22][C:23]([NH:26][C:37](=[O:40])[CH:38]=[CH2:39])=[CH:24][CH:25]=2)(=[O:19])=[O:18])[CH2:15][CH2:16]1)[C:2]1[CH:3]=[CH:4][CH:5]=[CH:6][CH:7]=1. The reactants are [CH2:1]([O:8][C:9](=[O:27])[NH:10][CH:11]1[CH2:16][CH2:15][N:14]([S:17]([C:20]2[CH:25]=[CH:24][C:23]([NH2:26])=[CH:22][CH:21]=2)(=[O:19])=[O:18])[CH2:13][CH2:12]1)[C:2]1[CH:7]=[CH:6][CH:5]=[CH:4][CH:3]=1.C(N(C(C)C)CC)(C)C.[C:37](Cl)(=[O:40])[CH:38]=[CH2:39]. The yield is 0.0100. The catalyst is C(Cl)Cl.